This data is from Full USPTO retrosynthesis dataset with 1.9M reactions from patents (1976-2016). The task is: Predict the reactants needed to synthesize the given product. (1) Given the product [F:33][C:21]1[CH:22]=[C:23]([N:26]2[CH:31]=[CH:30][CH:29]=[CH:28][C:27]2=[O:32])[CH:24]=[CH:25][C:20]=1[NH:19][C:16]([CH2:15][N:12]1[CH:13]=[CH:14][C:10]([NH:9][C:7]([C:5]2[S:6][C:2]([Cl:1])=[CH:3][CH:4]=2)=[O:8])=[N:11]1)=[O:18], predict the reactants needed to synthesize it. The reactants are: [Cl:1][C:2]1[S:6][C:5]([C:7]([NH:9][C:10]2[CH:14]=[CH:13][N:12]([CH2:15][C:16]([OH:18])=O)[N:11]=2)=[O:8])=[CH:4][CH:3]=1.[NH2:19][C:20]1[CH:25]=[CH:24][C:23]([N:26]2[CH:31]=[CH:30][CH:29]=[CH:28][C:27]2=[O:32])=[CH:22][C:21]=1[F:33]. (2) Given the product [CH2:3]([N:10]1[CH2:15][CH2:14][CH:13]([N:16]2[CH2:25][C:24]3[C:19](=[CH:20][CH:21]=[CH:22][CH:23]=3)[N:18]([CH3:27])[C:17]2=[O:26])[CH2:12][CH2:11]1)[C:4]1[CH:5]=[CH:6][CH:7]=[CH:8][CH:9]=1, predict the reactants needed to synthesize it. The reactants are: [H-].[Na+].[CH2:3]([N:10]1[CH2:15][CH2:14][CH:13]([N:16]2[CH2:25][C:24]3[C:19](=[CH:20][CH:21]=[CH:22][CH:23]=3)[NH:18][C:17]2=[O:26])[CH2:12][CH2:11]1)[C:4]1[CH:9]=[CH:8][CH:7]=[CH:6][CH:5]=1.[CH3:27]I. (3) Given the product [C:15]([O:14][C:13]([NH:12][C:5]1[C:6]2[C:11](=[CH:10][CH:9]=[CH:8][CH:7]=2)[C:2]([CH:25]([C:27]2[CH:32]=[CH:31][N:30]=[C:29]([NH:33][C:34]([O:35][C:36]([CH3:39])([CH3:38])[CH3:37])=[O:40])[CH:28]=2)[OH:26])=[CH:3][CH:4]=1)=[O:19])([CH3:18])([CH3:17])[CH3:16], predict the reactants needed to synthesize it. The reactants are: Br[C:2]1[C:11]2[C:6](=[CH:7][CH:8]=[CH:9][CH:10]=2)[C:5]([NH:12][C:13](=[O:19])[O:14][C:15]([CH3:18])([CH3:17])[CH3:16])=[CH:4][CH:3]=1.C([Li])CCC.[CH:25]([C:27]1[CH:32]=[CH:31][N:30]=[C:29]([NH:33][C:34](=[O:40])[O:35][C:36]([CH3:39])([CH3:38])[CH3:37])[CH:28]=1)=[O:26]. (4) The reactants are: [OH:1][C@@H:2]1[C@H:15]2[C@@H:6]([CH2:7][CH2:8][C:9]3[C@:14]2([CH3:16])[CH2:13][CH:12]([CH:17]=O)[C:11](=O)[CH:10]=3)[C@@H:5]2[CH2:20][CH2:21][C@:22]3([C:26]4([CH2:30][O:29][CH2:28][O:27]4)[O:25][CH2:24][O:23]3)[C@@:4]2([CH3:31])[CH2:3]1.[NH:32]([C:34]1[CH:35]=[C:36]([CH:40]=[CH:41][CH:42]=1)[C:37]([OH:39])=[O:38])[NH2:33].C([O-])(=O)C.[K+].Cl. Given the product [OH:1][C@H:2]1[C@@H:15]2[C@H:6]([CH2:7][CH2:8][C:9]3[C@@:14]2([CH3:16])[CH2:13][C:12]2[CH:17]=[N:33][N:32]([C:34]4[CH:35]=[C:36]([CH:40]=[CH:41][CH:42]=4)[C:37]([OH:39])=[O:38])[C:11]=2[CH:10]=3)[C@H:5]2[CH2:20][CH2:21][C@@:22]3([C:26]4([CH2:30][O:29][CH2:28][O:27]4)[O:25][CH2:24][O:23]3)[C@:4]2([CH3:31])[CH2:3]1, predict the reactants needed to synthesize it. (5) Given the product [Cl:1][C:2]1[CH:3]=[C:4]([NH:9][C:10]2[S:14][C:13]([C:15]3[CH:16]=[C:17]([CH:32]=[CH:33][CH:34]=3)[O:18][C:19]3[CH:20]=[C:21]([CH2:25][CH2:26][C:27]([OH:29])=[O:28])[CH:22]=[CH:23][CH:24]=3)=[N:12][N:11]=2)[CH:5]=[CH:6][C:7]=1[Cl:8], predict the reactants needed to synthesize it. The reactants are: [Cl:1][C:2]1[CH:3]=[C:4]([NH:9][C:10]2[S:14][C:13]([C:15]3[CH:16]=[C:17]([CH:32]=[CH:33][CH:34]=3)[O:18][C:19]3[CH:20]=[C:21]([CH2:25][CH2:26][C:27]([O:29]CC)=[O:28])[CH:22]=[CH:23][CH:24]=3)=[N:12][N:11]=2)[CH:5]=[CH:6][C:7]=1[Cl:8].[OH-].[Li+].